This data is from Full USPTO retrosynthesis dataset with 1.9M reactions from patents (1976-2016). The task is: Predict the reactants needed to synthesize the given product. (1) Given the product [CH3:22][O:21][C:19](=[O:20])[C:18]1[CH:23]=[CH:24][C:15]([C:13]2[NH:6][C:4](=[O:5])[C:3]3[C:2](=[C:10]([F:11])[CH:9]=[C:8]([F:12])[CH:7]=3)[N:1]=2)=[CH:16][CH:17]=1, predict the reactants needed to synthesize it. The reactants are: [NH2:1][C:2]1[C:10]([F:11])=[CH:9][C:8]([F:12])=[CH:7][C:3]=1[C:4]([NH2:6])=[O:5].[CH:13]([C:15]1[CH:24]=[CH:23][C:18]([C:19]([O:21][CH3:22])=[O:20])=[CH:17][CH:16]=1)=O.S(OS([O-])=O)([O-])=O.[Na+].[Na+]. (2) The reactants are: [C:1]1([CH3:18])[CH:6]=[CH:5][C:4]([S:7]([NH:10][C@@H:11]2[CH2:16][CH2:15][CH2:14][CH2:13][C@H:12]2[NH2:17])(=[O:9])=[O:8])=[CH:3][CH:2]=1.[OH-].[Na+].[C:21]([O:25][C:26](O[C:26]([O:25][C:21]([CH3:24])([CH3:23])[CH3:22])=[O:27])=[O:27])([CH3:24])([CH3:23])[CH3:22]. Given the product [C:1]1([CH3:18])[CH:2]=[CH:3][C:4]([S:7]([NH:10][C@@H:11]2[CH2:16][CH2:15][CH2:14][CH2:13][C@H:12]2[NH:17][C:26]([O:25][C:21]([CH3:24])([CH3:23])[CH3:22])=[O:27])(=[O:8])=[O:9])=[CH:5][CH:6]=1, predict the reactants needed to synthesize it.